Dataset: Reaction yield outcomes from USPTO patents with 853,638 reactions. Task: Predict the reaction yield, written as a fraction of the theoretical maximum amount of product (1.0 means a 100% yield; for example, 0.34 means a 34% yield). (1) The reactants are [Cl:1][C:2]1[CH:3]=[C:4]([C:8]2[O:12][N:11]=[CH:10][C:9]=2[CH2:13][CH2:14][C:15]([OH:17])=[O:16])[S:5][C:6]=1[Cl:7].S(=O)(=O)(O)O.[CH3:23]O. No catalyst specified. The product is [Cl:1][C:2]1[CH:3]=[C:4]([C:8]2[O:12][N:11]=[CH:10][C:9]=2[CH2:13][CH2:14][C:15]([O:17][CH3:23])=[O:16])[S:5][C:6]=1[Cl:7]. The yield is 0.800. (2) The reactants are [F-].C([N+](CCCC)(CCCC)CCCC)CCC.[Si]([O:26][CH2:27][CH2:28][CH2:29][CH2:30][CH2:31][CH2:32][CH2:33][C:34]1[S:35][CH:36]=[C:37]([C:39]2[CH:44]=[CH:43][C:42]([O:45][CH3:46])=[CH:41][CH:40]=2)[N:38]=1)(C(C)(C)C)(C)C. The catalyst is C1COCC1.[Cl-].[Na+].O. The product is [CH3:46][O:45][C:42]1[CH:41]=[CH:40][C:39]([C:37]2[N:38]=[C:34]([CH2:33][CH2:32][CH2:31][CH2:30][CH2:29][CH2:28][CH2:27][OH:26])[S:35][CH:36]=2)=[CH:44][CH:43]=1. The yield is 0.890. (3) The reactants are Cl[C:2]1[C:11]2[C:6](=[CH:7][C:8]([O:13][CH3:14])=[C:9]([F:12])[CH:10]=2)[CH:5]=[C:4]([O:15][CH3:16])[N:3]=1.[F-:17].[Cs+].CS(C)=O. The catalyst is CCOC(C)=O. The product is [F:17][C:2]1[C:11]2[C:6](=[CH:7][C:8]([O:13][CH3:14])=[C:9]([F:12])[CH:10]=2)[CH:5]=[C:4]([O:15][CH3:16])[N:3]=1. The yield is 0.860. (4) The reactants are [Cl:1][C:2]1[N:3]=[CH:4][C:5]2[CH:10]=[CH:9][N:8]([CH2:11][C:12]([O:14]CC)=[O:13])[C:6]=2[N:7]=1.[OH-].[Na+]. The yield is 0.500. The catalyst is CCO.O. The product is [Cl:1][C:2]1[N:3]=[CH:4][C:5]2[CH:10]=[CH:9][N:8]([CH2:11][C:12]([OH:14])=[O:13])[C:6]=2[N:7]=1. (5) The catalyst is CN(C=O)C. The yield is 0.640. The reactants are Cl[C:2]1[N:7]2[N:8]=[C:9]([CH3:11])[CH:10]=[C:6]2[N:5]=[C:4]([NH:12][C:13](=[O:24])[C:14]2[CH:19]=[CH:18][C:17]([C:20]([F:23])([F:22])[F:21])=[N:16][CH:15]=2)[CH:3]=1.Cl.[N:26]1[C:31]2[CH2:32][CH2:33][NH:34][CH2:35][C:30]=2[C:29](=[O:36])[NH:28][CH:27]=1.C(N(CC)C(C)C)(C)C. The product is [CH3:11][C:9]1[CH:10]=[C:6]2[N:5]=[C:4]([NH:12][C:13](=[O:24])[C:14]3[CH:19]=[CH:18][C:17]([C:20]([F:23])([F:22])[F:21])=[N:16][CH:15]=3)[CH:3]=[C:2]([N:34]3[CH2:33][CH2:32][C:31]4[N:26]=[CH:27][NH:28][C:29](=[O:36])[C:30]=4[CH2:35]3)[N:7]2[N:8]=1. (6) The reactants are CO[C:3](=[O:22])[C:4]1[CH:9]=[CH:8][C:7]([Cl:10])=[CH:6][C:5]=1[NH:11][C:12](=[O:21])[CH:13]([C:15]1[CH:20]=[CH:19][CH:18]=[CH:17][CH:16]=1)[CH3:14].[Li+].C[Si]([N-][Si](C)(C)C)(C)C. The catalyst is CCOC(C)=O. The product is [Cl:10][C:7]1[CH:6]=[C:5]2[C:4]([C:3](=[O:22])[C:13]([CH3:14])([C:15]3[CH:16]=[CH:17][CH:18]=[CH:19][CH:20]=3)[C:12](=[O:21])[NH:11]2)=[CH:9][CH:8]=1. The yield is 0.600. (7) The reactants are ClC(Cl)(Cl)CO[C:5](=[O:18])[NH:6][C:7]1[CH:12]=[CH:11][C:10]([C:13](=[O:17])[N:14]([CH3:16])[CH3:15])=[CH:9][CH:8]=1.[Br:21][C:22]1[CH:28]=[CH:27][C:25]([NH2:26])=[CH:24][C:23]=1[F:29]. The catalyst is C1(C)C=CC=CC=1. The product is [Br:21][C:22]1[CH:28]=[CH:27][C:25]([NH:26][C:5](=[O:18])[NH:6][C:7]2[CH:8]=[CH:9][C:10]([C:13]([N:14]([CH3:15])[CH3:16])=[O:17])=[CH:11][CH:12]=2)=[CH:24][C:23]=1[F:29]. The yield is 0.500.